Predict the reactants needed to synthesize the given product. From a dataset of Full USPTO retrosynthesis dataset with 1.9M reactions from patents (1976-2016). Given the product [Cl:49][C:37]1[S:36][C:35]([C:33]([C:32]2[C:27]([NH:26][C@H:12]3[CH2:13][C@H:14]([O:15][Si:16]([CH:17]([CH3:18])[CH3:19])([CH:23]([CH3:24])[CH3:25])[CH:20]([CH3:21])[CH3:22])[C@@H:10]([CH2:9][OH:8])[CH2:11]3)=[N:28][CH:29]=[N:30][CH:31]=2)=[O:34])=[CH:39][C:38]=1[C:40](=[O:48])[C:41]1[CH:46]=[CH:45][CH:44]=[C:43]([Cl:47])[CH:42]=1, predict the reactants needed to synthesize it. The reactants are: [Si]([O:8][CH2:9][C@@H:10]1[C@@H:14]([O:15][Si:16]([CH:23]([CH3:25])[CH3:24])([CH:20]([CH3:22])[CH3:21])[CH:17]([CH3:19])[CH3:18])[CH2:13][C@H:12]([NH:26][C:27]2[C:32]([C:33]([C:35]3[S:36][C:37]([Cl:49])=[C:38]([C:40](=[O:48])[C:41]4[CH:46]=[CH:45][CH:44]=[C:43]([Cl:47])[CH:42]=4)[CH:39]=3)=[O:34])=[CH:31][N:30]=[CH:29][N:28]=2)[CH2:11]1)(C(C)(C)C)(C)C.Cl.